Dataset: Forward reaction prediction with 1.9M reactions from USPTO patents (1976-2016). Task: Predict the product of the given reaction. The product is: [NH2:1][CH2:2][CH:3]([N:5]1[C:14]2[C:9](=[CH:10][CH:11]=[CH:12][CH:13]=2)[CH:8]([CH2:15][OH:16])[CH2:7][CH2:6]1)[CH3:4]. Given the reactants [NH2:1][C:2](=O)[CH:3]([N:5]1[C:14]2[C:9](=[CH:10][CH:11]=[CH:12][CH:13]=2)[CH:8]([C:15](O)=[O:16])[CH2:7][CH2:6]1)[CH3:4].CSC.B, predict the reaction product.